Predict the product of the given reaction. From a dataset of Forward reaction prediction with 1.9M reactions from USPTO patents (1976-2016). (1) Given the reactants [C:1]1([S:7]([NH:10][C:11]2[CH:12]=[C:13]([O:25][C:26](=[O:33])[C:27]3[CH:32]=[CH:31][CH:30]=[CH:29][CH:28]=3)[CH:14]=[CH:15][C:16]=2[O:17][CH2:18][C:19]2[CH:24]=[CH:23][CH:22]=[CH:21][CH:20]=2)(=[O:9])=[O:8])[CH:6]=[CH:5][CH:4]=[CH:3][CH:2]=1.[H-].[Na+].[H][H].[CH2:38](Cl)[C:39]1[CH:44]=[CH:43][CH:42]=[CH:41][CH:40]=1, predict the reaction product. The product is: [C:1]1([S:7]([N:10]([CH2:38][C:39]2[CH:44]=[CH:43][CH:42]=[CH:41][CH:40]=2)[C:11]2[CH:12]=[C:13]([O:25][C:26](=[O:33])[C:27]3[CH:28]=[CH:29][CH:30]=[CH:31][CH:32]=3)[CH:14]=[CH:15][C:16]=2[O:17][CH2:18][C:19]2[CH:24]=[CH:23][CH:22]=[CH:21][CH:20]=2)(=[O:8])=[O:9])[CH:2]=[CH:3][CH:4]=[CH:5][CH:6]=1. (2) Given the reactants CN(C=O)C.Br[C:7]1[C:15]2[C:10](=[CH:11][C:12]([C:16]3[CH:21]=[CH:20][C:19]([O:22][CH3:23])=[CH:18][CH:17]=3)=[CH:13][CH:14]=2)[N:9]([C:24]2[N:29]=[CH:28][N:27]=[C:26]([NH:30][CH3:31])[CH:25]=2)[CH:8]=1.[O-]P([O-])([O-])=O.[K+].[K+].[K+].[CH2:40]([O:42][C:43]([C:45]1[CH:50]=[CH:49][C:48](B(O)O)=[CH:47][CH:46]=1)=[O:44])[CH3:41], predict the reaction product. The product is: [CH3:23][O:22][C:19]1[CH:18]=[CH:17][C:16]([C:12]2[CH:11]=[C:10]3[C:15]([C:7]([C:48]4[CH:49]=[CH:50][C:45]([C:43]([O:42][CH2:40][CH3:41])=[O:44])=[CH:46][CH:47]=4)=[CH:8][N:9]3[C:24]3[CH:25]=[C:26]([NH:30][CH3:31])[N:27]=[CH:28][N:29]=3)=[CH:14][CH:13]=2)=[CH:21][CH:20]=1. (3) Given the reactants [C:1]([O:5][C:6]([N:8]1[CH2:13][CH2:12][CH:11]([C:14]2[CH:19]=[CH:18][CH:17]=[CH:16][C:15]=2[OH:20])[CH2:10][CH2:9]1)=[O:7])([CH3:4])([CH3:3])[CH3:2].[Cl:21][CH2:22][CH2:23]OS(C1C=CC(C)=CC=1)(=O)=O.C([O-])([O-])=O.[Cs+].[Cs+], predict the reaction product. The product is: [C:1]([O:5][C:6]([N:8]1[CH2:9][CH2:10][CH:11]([C:14]2[CH:19]=[CH:18][CH:17]=[CH:16][C:15]=2[O:20][CH2:23][CH2:22][Cl:21])[CH2:12][CH2:13]1)=[O:7])([CH3:4])([CH3:2])[CH3:3]. (4) Given the reactants Br[C:2]1[CH:3]=[C:4]2[C:9](=[CH:10][CH:11]=1)[N:8]=[CH:7][C:6]([C:12]([CH:14]1[CH2:16][CH2:15]1)=[O:13])=[C:5]2[NH:17][C@@H:18]1[CH2:23][CH2:22][C@H:21]([NH:24][C:25](=[O:31])[O:26][C:27]([CH3:30])([CH3:29])[CH3:28])[CH2:20][CH2:19]1.[CH3:32][O:33][C:34]1[CH:39]=[C:38](B2OC(C)(C)C(C)(C)O2)[CH:37]=[CH:36][C:35]=1[OH:49], predict the reaction product. The product is: [CH:14]1([C:12]([C:6]2[CH:7]=[N:8][C:9]3[C:4]([C:5]=2[NH:17][C@@H:18]2[CH2:23][CH2:22][C@H:21]([NH:24][C:25](=[O:31])[O:26][C:27]([CH3:29])([CH3:30])[CH3:28])[CH2:20][CH2:19]2)=[CH:3][C:2]([C:38]2[CH:37]=[CH:36][C:35]([OH:49])=[C:34]([O:33][CH3:32])[CH:39]=2)=[CH:11][CH:10]=3)=[O:13])[CH2:16][CH2:15]1. (5) The product is: [CH:1]1([CH2:4][O:5][C:6]2[C:7]([C:13]([N:28]3[CH2:29][CH2:30][CH2:31][CH2:32][C@H:27]3[CH2:26][C:24]3[N:25]=[C:18]4[C:17]([CH3:16])=[CH:22][CH:21]=[CH:20][N:19]4[CH:23]=3)=[O:15])=[N:8][C:9]([CH3:12])=[CH:10][CH:11]=2)[CH2:2][CH2:3]1. Given the reactants [CH:1]1([CH2:4][O:5][C:6]2[C:7]([C:13]([OH:15])=O)=[N:8][C:9]([CH3:12])=[CH:10][CH:11]=2)[CH2:3][CH2:2]1.[CH3:16][C:17]1[C:18]2[N:19]([CH:23]=[C:24]([CH2:26][C@@H:27]3[CH2:32][CH2:31][CH2:30][CH2:29][NH:28]3)[N:25]=2)[CH:20]=[CH:21][CH:22]=1, predict the reaction product.